This data is from Peptide-MHC class I binding affinity with 185,985 pairs from IEDB/IMGT. The task is: Regression. Given a peptide amino acid sequence and an MHC pseudo amino acid sequence, predict their binding affinity value. This is MHC class I binding data. (1) The peptide sequence is MRVLHLDLK. The MHC is HLA-B58:01 with pseudo-sequence HLA-B58:01. The binding affinity (normalized) is 0.0847. (2) The peptide sequence is EAYCALLCK. The MHC is HLA-A25:01 with pseudo-sequence HLA-A25:01. The binding affinity (normalized) is 0.0847. (3) The peptide sequence is IPYLRNYMVI. The MHC is HLA-B54:01 with pseudo-sequence HLA-B54:01. The binding affinity (normalized) is 0.379. (4) The peptide sequence is LVSDYCNVLNKEFT. The MHC is HLA-B40:01 with pseudo-sequence HLA-B40:01. The binding affinity (normalized) is 0. (5) The peptide sequence is TSEHGGRAY. The MHC is HLA-A11:01 with pseudo-sequence HLA-A11:01. The binding affinity (normalized) is 0.0847. (6) The peptide sequence is DRLASTVIY. The MHC is HLA-B46:01 with pseudo-sequence HLA-B46:01. The binding affinity (normalized) is 0.0847. (7) The peptide sequence is GMFTNRSGSQ. The MHC is HLA-A31:01 with pseudo-sequence HLA-A31:01. The binding affinity (normalized) is 0. (8) The peptide sequence is HAPWTQMAM. The MHC is HLA-B39:01 with pseudo-sequence HLA-B39:01. The binding affinity (normalized) is 0.498.